Predict the reactants needed to synthesize the given product. From a dataset of Full USPTO retrosynthesis dataset with 1.9M reactions from patents (1976-2016). (1) Given the product [S:4]1[CH:5]=[CH:6][C:2]([C:1]([OH:10])=[O:16])=[C:3]1[C:7]([OH:9])=[O:8], predict the reactants needed to synthesize it. The reactants are: [CH3:1][C:2]1[CH:6]=[CH:5][S:4][C:3]=1[C:7]([OH:9])=[O:8].[O-:10][Mn](=O)(=O)=O.[K+].[OH-:16].[Na+]. (2) Given the product [OH:2][C:1]1([S:17]([OH:20])(=[O:19])=[O:18])[CH:8]=[CH:7][C:5]([OH:6])=[CH:4][CH2:3]1, predict the reactants needed to synthesize it. The reactants are: [C:1]1([CH:8]=[CH:7][C:5]([OH:6])=[CH:4][CH:3]=1)[OH:2].C(=O)(OC)OC.Cl.Cl[S:17]([OH:20])(=[O:19])=[O:18].